Dataset: Peptide-MHC class I binding affinity with 185,985 pairs from IEDB/IMGT. Task: Regression. Given a peptide amino acid sequence and an MHC pseudo amino acid sequence, predict their binding affinity value. This is MHC class I binding data. (1) The peptide sequence is GLISLILQI. The MHC is HLA-A02:02 with pseudo-sequence HLA-A02:02. The binding affinity (normalized) is 0.694. (2) The peptide sequence is SLLERGQQLGV. The MHC is HLA-B53:01 with pseudo-sequence HLA-B53:01. The binding affinity (normalized) is 0.0847. (3) The peptide sequence is GEHWLGRIW. The MHC is HLA-A01:01 with pseudo-sequence HLA-A01:01. The binding affinity (normalized) is 0.0847. (4) The peptide sequence is AQRAAGPSV. The MHC is HLA-B45:06 with pseudo-sequence HLA-B45:06. The binding affinity (normalized) is 0.787. (5) The peptide sequence is IGKMNKHYK. The MHC is HLA-B39:01 with pseudo-sequence HLA-B39:01. The binding affinity (normalized) is 0.0847. (6) The peptide sequence is EPVDPRLEPW. The MHC is HLA-A11:01 with pseudo-sequence HLA-A11:01. The binding affinity (normalized) is 0.